This data is from Peptide-MHC class I binding affinity with 185,985 pairs from IEDB/IMGT. The task is: Regression. Given a peptide amino acid sequence and an MHC pseudo amino acid sequence, predict their binding affinity value. This is MHC class I binding data. (1) The peptide sequence is YIIRVTTEL. The MHC is H-2-Dd with pseudo-sequence H-2-Dd. The binding affinity (normalized) is 0. (2) The peptide sequence is GTSKIKMKW. The MHC is HLA-B58:01 with pseudo-sequence HLA-B58:01. The binding affinity (normalized) is 0.520. (3) The peptide sequence is ALFHKVQSY. The MHC is HLA-A30:01 with pseudo-sequence HLA-A30:01. The binding affinity (normalized) is 0.438. (4) The peptide sequence is NKVGFLNIF. The MHC is HLA-B15:03 with pseudo-sequence HLA-B15:03. The binding affinity (normalized) is 0.451. (5) The peptide sequence is FNVNGSQVY. The binding affinity (normalized) is 0.485. The MHC is HLA-B15:03 with pseudo-sequence HLA-B15:03. (6) The peptide sequence is PVIDRLPSET. The MHC is HLA-A02:06 with pseudo-sequence HLA-A02:06. The binding affinity (normalized) is 0. (7) The peptide sequence is GSKYRGLPK. The MHC is HLA-A68:02 with pseudo-sequence HLA-A68:02. The binding affinity (normalized) is 0.0847. (8) The MHC is HLA-B27:05 with pseudo-sequence HLA-B27:05. The binding affinity (normalized) is 0.0847. The peptide sequence is KPKHLYVSM. (9) The peptide sequence is REQASYLYV. The MHC is HLA-B35:01 with pseudo-sequence HLA-B35:01. The binding affinity (normalized) is 0.0847. (10) The peptide sequence is SHDVLTVQF. The MHC is HLA-B57:01 with pseudo-sequence HLA-B57:01. The binding affinity (normalized) is 0.0847.